Dataset: Forward reaction prediction with 1.9M reactions from USPTO patents (1976-2016). Task: Predict the product of the given reaction. (1) Given the reactants [N:1]([CH2:4][CH2:5][CH2:6][CH2:7][O:8][C:9]1[N:18]=[C:17]([NH:19][CH2:20][C:21]2[CH:26]=[CH:25][CH:24]=[C:23]([C:27]([F:30])([F:29])[F:28])[CH:22]=2)[C:16]2[C:11](=[CH:12][CH:13]=[C:14]([CH:31]([C:39]3[CH:44]=[CH:43][C:42]([Cl:45])=[CH:41][CH:40]=3)[C:32]3[CH:37]=[CH:36][C:35]([Cl:38])=[CH:34][CH:33]=3)[CH:15]=2)[N:10]=1)=[N+]=[N-].C1C=CC(P(C2C=CC=CC=2)C2C=CC=CC=2)=CC=1.[OH-].[Na+].O1CCCC1, predict the reaction product. The product is: [NH2:1][CH2:4][CH2:5][CH2:6][CH2:7][O:8][C:9]1[N:18]=[C:17]([NH:19][CH2:20][C:21]2[CH:26]=[CH:25][CH:24]=[C:23]([C:27]([F:29])([F:30])[F:28])[CH:22]=2)[C:16]2[C:11](=[CH:12][CH:13]=[C:14]([CH:31]([C:32]3[CH:33]=[CH:34][C:35]([Cl:38])=[CH:36][CH:37]=3)[C:39]3[CH:44]=[CH:43][C:42]([Cl:45])=[CH:41][CH:40]=3)[CH:15]=2)[N:10]=1. (2) Given the reactants Br[C:2]1[CH:7]=[CH:6][C:5]([NH:8][C:9]([NH:11][OH:12])=[O:10])=[CH:4][CH:3]=1.[F:13][C:14]([F:25])([F:24])[C:15]1[CH:20]=[CH:19][C:18](B(O)O)=[CH:17][CH:16]=1.C(=O)(O)[O-].[Na+], predict the reaction product. The product is: [OH:12][NH:11][C:9]([NH:8][C:5]1[CH:6]=[CH:7][C:2]([C:18]2[CH:19]=[CH:20][C:15]([C:14]([F:25])([F:24])[F:13])=[CH:16][CH:17]=2)=[CH:3][CH:4]=1)=[O:10]. (3) Given the reactants Cl[CH2:2][CH2:3][CH2:4][S:5]([O:8][CH2:9][C:10]([CH3:30])([CH3:29])[C@@H:11]([O:23][C:24](=[O:28])[CH:25]([CH3:27])[CH3:26])[C:12]([O:14][CH2:15][CH2:16][O:17][C:18]([O:20][CH2:21][CH3:22])=[O:19])=[O:13])(=[O:7])=[O:6].[N-:31]=[N+:32]=[N-:33].[Na+], predict the reaction product. The product is: [N:31]([CH2:2][CH2:3][CH2:4][S:5]([O:8][CH2:9][C:10]([CH3:30])([CH3:29])[C@@H:11]([O:23][C:24](=[O:28])[CH:25]([CH3:27])[CH3:26])[C:12]([O:14][CH2:15][CH2:16][O:17][C:18]([O:20][CH2:21][CH3:22])=[O:19])=[O:13])(=[O:7])=[O:6])=[N+:32]=[N-:33]. (4) The product is: [CH3:26][O:25][C:22]1[CH:23]=[C:24]2[C:19](=[CH:20][C:21]=1[O:27][CH3:28])[N:18]=[CH:17][N:16]=[C:15]2[N:10]1[CH2:11][CH2:12][S:13][CH:8]([C:5]2[CH:4]=[CH:3][C:2]([Cl:1])=[CH:7][CH:6]=2)[CH2:9]1. Given the reactants [Cl:1][C:2]1[CH:7]=[CH:6][C:5]([CH:8]2[S:13][CH2:12][CH2:11][NH:10][CH2:9]2)=[CH:4][CH:3]=1.Cl[C:15]1[C:24]2[C:19](=[CH:20][C:21]([O:27][CH3:28])=[C:22]([O:25][CH3:26])[CH:23]=2)[N:18]=[CH:17][N:16]=1, predict the reaction product.